The task is: Predict hERG channel inhibition at various concentrations.. This data is from hERG Central: cardiac toxicity at 1µM, 10µM, and general inhibition. The compound is CN(C)CCN(C(=O)CN1C(=O)c2ccccc2C1=O)c1nc2cc3c(cc2s1)OCCO3.Cl. Results: hERG_inhib (hERG inhibition (general)): blocker.